This data is from Forward reaction prediction with 1.9M reactions from USPTO patents (1976-2016). The task is: Predict the product of the given reaction. (1) Given the reactants [C:1]([N:8]1[CH2:13][CH2:12][NH:11][CH2:10][CH2:9]1)([O:3][C:4]([CH3:7])([CH3:6])[CH3:5])=[O:2].[CH3:14][C:15]([C:17]1[CH:22]=[CH:21][CH:20]=[C:19](Br)[CH:18]=1)=[O:16].C1C=CC(P(C2C(C3C(P(C4C=CC=CC=4)C4C=CC=CC=4)=CC=C4C=3C=CC=C4)=C3C(C=CC=C3)=CC=2)C2C=CC=CC=2)=CC=1.CC(C)([O-])C.[Na+], predict the reaction product. The product is: [C:15]([C:17]1[CH:18]=[C:19]([N:11]2[CH2:10][CH2:9][N:8]([C:1]([O:3][C:4]([CH3:7])([CH3:6])[CH3:5])=[O:2])[CH2:13][CH2:12]2)[CH:20]=[CH:21][CH:22]=1)(=[O:16])[CH3:14]. (2) Given the reactants C(N1CCN(C2N=C(Br)C=C3C=CSC=23)CC1)C.[CH2:19]([N:21]1[CH2:26][CH2:25][N:24]([C:27]2[N:28]=[C:29]([C:36]3[CH:41]=[CH:40][C:39]([S:42]([CH2:45][CH3:46])(=[O:44])=[O:43])=[CH:38][CH:37]=3)[CH:30]=[C:31]3[CH:35]=[CH:34][S:33][C:32]=23)[CH2:23][CH2:22]1)[CH3:20].[ClH:47], predict the reaction product. The product is: [ClH:47].[ClH:47].[CH2:19]([N:21]1[CH2:26][CH2:25][N:24]([C:27]2[N:28]=[C:29]([C:36]3[CH:37]=[CH:38][C:39]([S:42]([CH2:45][CH3:46])(=[O:44])=[O:43])=[CH:40][CH:41]=3)[CH:30]=[C:31]3[CH:35]=[CH:34][S:33][C:32]=23)[CH2:23][CH2:22]1)[CH3:20]. (3) Given the reactants [NH:1]1[C:9]2[C:4](=[CH:5][CH:6]=[CH:7][CH:8]=2)[CH:3]=[C:2]1[C:10]([OH:12])=[O:11].[Cl-].[CH:14](=[N+:21]([CH3:23])[CH3:22])[C:15]1[CH:20]=[CH:19][CH:18]=[CH:17][CH:16]=1, predict the reaction product. The product is: [CH3:22][N:21]([CH:14]([C:15]1[CH:20]=[CH:19][CH:18]=[CH:17][CH:16]=1)[C:3]1[C:4]2[C:9](=[CH:8][CH:7]=[CH:6][CH:5]=2)[NH:1][C:2]=1[C:10]([OH:12])=[O:11])[CH3:23]. (4) Given the reactants [N:1]1[CH:6]=[CH:5][CH:4]=[CH:3][C:2]=1[NH:7][C:8](=[O:13])[C:9]([CH3:12])([CH3:11])[CH3:10].[Li]CCCC.CON(C)[C:22](=[O:26])[CH:23]([CH3:25])[CH3:24], predict the reaction product. The product is: [C:22]([C:3]1[C:2]([NH:7][C:8](=[O:13])[C:9]([CH3:10])([CH3:12])[CH3:11])=[N:1][CH:6]=[CH:5][CH:4]=1)(=[O:26])[CH:23]([CH3:25])[CH3:24]. (5) Given the reactants [C:1]([O:5][C:6](=[O:25])[NH:7][CH:8]([C:18]1[CH:23]=[CH:22][C:21]([Cl:24])=[CH:20][CH:19]=1)[C:9]([C:11]1[CH:16]=[CH:15][C:14]([OH:17])=[CH:13][CH:12]=1)=[O:10])([CH3:4])([CH3:3])[CH3:2].[CH:26]1(O)[CH2:30][CH2:29][CH2:28][CH2:27]1, predict the reaction product. The product is: [C:1]([O:5][C:6](=[O:25])[NH:7][CH:8]([C:18]1[CH:19]=[CH:20][C:21]([Cl:24])=[CH:22][CH:23]=1)[C:9]([C:11]1[CH:16]=[CH:15][C:14]([O:17][CH:26]2[CH2:30][CH2:29][CH2:28][CH2:27]2)=[CH:13][CH:12]=1)=[O:10])([CH3:4])([CH3:2])[CH3:3]. (6) Given the reactants [NH2:1][C@@H:2]1[CH2:7][CH2:6][N:5]([C:8]([O:10][CH2:11][C:12]2[CH:17]=[CH:16][CH:15]=[CH:14][CH:13]=2)=[O:9])[CH2:4][C@H:3]1[OH:18].[C:19](=N)([C:26]1[CH:31]=[CH:30][CH:29]=[CH:28][CH:27]=1)[C:20]1[CH:25]=[CH:24][CH:23]=[CH:22][CH:21]=1.CCOC(C)=O, predict the reaction product. The product is: [C:20]1([C:19](=[N:1][C@@H:2]2[CH2:7][CH2:6][N:5]([C:8]([O:10][CH2:11][C:12]3[CH:13]=[CH:14][CH:15]=[CH:16][CH:17]=3)=[O:9])[CH2:4][C@H:3]2[OH:18])[C:26]2[CH:27]=[CH:28][CH:29]=[CH:30][CH:31]=2)[CH:25]=[CH:24][CH:23]=[CH:22][CH:21]=1. (7) Given the reactants C(OC([N:8]1[CH2:13][CH2:12][C:11]2[N:14]=[C:15]([NH:17][C:18]3[CH:23]=[CH:22][C:21]([N:24]4[CH:28]=[C:27]([CH3:29])[N:26]=[CH:25]4)=[C:20]([O:30][CH3:31])[CH:19]=3)[S:16][C:10]=2[CH2:9]1)=O)(C)(C)C.[ClH:32], predict the reaction product. The product is: [ClH:32].[ClH:32].[ClH:32].[CH3:31][O:30][C:20]1[CH:19]=[C:18]([NH:17][C:15]2[S:16][C:10]3[CH2:9][NH:8][CH2:13][CH2:12][C:11]=3[N:14]=2)[CH:23]=[CH:22][C:21]=1[N:24]1[CH:28]=[C:27]([CH3:29])[N:26]=[CH:25]1.